This data is from Reaction yield outcomes from USPTO patents with 853,638 reactions. The task is: Predict the reaction yield, written as a fraction of the theoretical maximum amount of product (1.0 means a 100% yield; for example, 0.34 means a 34% yield). (1) The product is [O:18]=[C:17]1[NH:1][C:2]2=[C:3]([C:4]([OH:6])=[O:5])[CH:7]=[CH:8][CH:9]=[C:10]2[O:11]1. The yield is 0.370. The reactants are [NH2:1][C:2]1[C:10]([OH:11])=[CH:9][CH:8]=[CH:7][C:3]=1[C:4]([OH:6])=[O:5].C1N=CN([C:17](N2C=NC=C2)=[O:18])C=1. The catalyst is C1COCC1. (2) The reactants are C(OC([N:6]=[S:7]([CH3:33])([C:9]1[CH:14]=[CH:13][CH:12]=[C:11]([CH2:15][NH:16][C:17]2[CH:26]=[C:25]3[C:20]([C:21]([NH:27][C:28]4[S:29][CH:30]=[CH:31][N:32]=4)=[N:22][CH:23]=[N:24]3)=[CH:19][CH:18]=2)[CH:10]=1)=[O:8])=O)C.ClCCl.CO. The catalyst is CO. The product is [CH3:33][S:7]([C:9]1[CH:14]=[CH:13][CH:12]=[C:11]([CH2:15][NH:16][C:17]2[CH:26]=[C:25]3[C:20]([C:21]([NH:27][C:28]4[S:29][CH:30]=[CH:31][N:32]=4)=[N:22][CH:23]=[N:24]3)=[CH:19][CH:18]=2)[CH:10]=1)(=[NH:6])=[O:8]. The yield is 0.770. (3) The reactants are [CH3:1][C:2]1[O:6][N:5]=[C:4]([C:7]2[CH:12]=[CH:11][CH:10]=[CH:9][CH:8]=2)[C:3]=1[CH2:13][O:14][C:15]1[CH:23]=[CH:22][C:18]([C:19]([OH:21])=O)=[CH:17][N:16]=1.F[B-](F)(F)F.N1(OC(N(C)C)=[N+](C)C)C2C=CC=CC=2N=N1.C(N(CC)C(C)C)(C)C.[CH3:55][N:56]1[CH2:61][CH2:60][CH:59]([NH2:62])[CH2:58][CH2:57]1. The catalyst is CN(C=O)C. The product is [CH3:1][C:2]1[O:6][N:5]=[C:4]([C:7]2[CH:8]=[CH:9][CH:10]=[CH:11][CH:12]=2)[C:3]=1[CH2:13][O:14][C:15]1[CH:23]=[CH:22][C:18]([C:19]([NH:62][CH:59]2[CH2:60][CH2:61][N:56]([CH3:55])[CH2:57][CH2:58]2)=[O:21])=[CH:17][N:16]=1. The yield is 0.720. (4) The reactants are [OH:1][C@@H:2]([CH2:17][N:18]1[CH2:23][CH2:22][O:21][CH2:20][CH2:19]1)[CH2:3][N:4]1[CH2:9][CH2:8][C:7]2[NH:10][C:11]([CH:14]=O)=[C:12]([CH3:13])[C:6]=2[C:5]1=[O:16].[F:24][C:25]1[C:33]([NH:34][C:35](=[O:39])[CH2:36][O:37][CH3:38])=[CH:32][C:31]2[C:27](=[CH:28][C:29](=[O:40])[N:30]=2)[CH:26]=1.N1CCCCC1. The product is [F:24][C:25]1[CH:26]=[C:27]2[C:31](=[CH:32][C:33]=1[NH:34][C:35](=[O:39])[CH2:36][O:37][CH3:38])[NH:30][C:29](=[O:40])/[C:28]/2=[CH:14]\[C:11]1[NH:10][C:7]2[CH2:8][CH2:9][N:4]([CH2:3][C@@H:2]([OH:1])[CH2:17][N:18]3[CH2:19][CH2:20][O:21][CH2:22][CH2:23]3)[C:5](=[O:16])[C:6]=2[C:12]=1[CH3:13]. The catalyst is C(O)C. The yield is 0.858. (5) The reactants are CC1[O:11][C:10]2[C:9]3[CH:12]=[CH:13][CH:14]=[CH:15][C:8]=3NCCC=2N=1.S(Cl)(Cl)=O.Cl.[F:21][C:22]([F:31])([F:30])[C:23]1[CH:29]=[CH:28][C:26]([NH2:27])=[CH:25][CH:24]=1.C([N:34]([CH2:37][CH3:38])CC)C. The catalyst is C1(C)C=CC=CC=1.ClCCl. The product is [C:37]([C:38]1[CH:13]=[CH:12][C:9]([C:10]([NH:27][C:26]2[CH:28]=[CH:29][C:23]([C:22]([F:30])([F:31])[F:21])=[CH:24][CH:25]=2)=[O:11])=[CH:8][C:15]=1[CH3:14])#[N:34]. The yield is 0.800. (6) The reactants are C(O[C:4]([C:6]1[CH:7]=[N:8][C:9]2[C:14]([C:15]=1Cl)=[N:13][C:12]([F:17])=[CH:11][CH:10]=2)=[O:5])C.[C:18]1([NH:24][NH2:25])[CH:23]=[CH:22][CH:21]=[CH:20][CH:19]=1. The catalyst is C(N(CC)CC)C. The product is [F:17][C:12]1[CH:11]=[CH:10][C:9]2[NH:8][CH:7]=[C:6]3[C:4](=[O:5])[N:24]([C:18]4[CH:23]=[CH:22][CH:21]=[CH:20][CH:19]=4)[N:25]=[C:15]3[C:14]=2[N:13]=1. The yield is 0.850. (7) The reactants are Cl[C:2]1[N:11]=[C:10]([NH:12][NH2:13])[C:9]2[C:4](=[CH:5][CH:6]=[C:7]([Cl:14])[CH:8]=2)[N:3]=1.[NH:15]1[CH2:20][CH2:19][NH:18][CH2:17][CH2:16]1. The catalyst is C(O)C. The product is [Cl:14][C:7]1[CH:8]=[C:9]2[C:4](=[CH:5][CH:6]=1)[N:3]=[C:2]([N:15]1[CH2:20][CH2:19][NH:18][CH2:17][CH2:16]1)[N:11]=[C:10]2[NH:12][NH2:13]. The yield is 0.740. (8) The reactants are [C:1]([O:5][C:6]([N:8]1[CH2:13][CH2:12][N:11]([CH2:14][C:15]2[CH:23]=[CH:22][C:18]([C:19]([OH:21])=O)=[CH:17][C:16]=2[Cl:24])[CH2:10][CH2:9]1)=[O:7])([CH3:4])([CH3:3])[CH3:2].Cl.CN(C)[CH2:28][CH2:29][CH2:30][N:31]=[C:32]=NCC.ClCCl.N1CCCC1. The catalyst is O. The product is [Cl:24][C:16]1[CH:17]=[C:18]([C:19]([N:31]2[CH2:32][CH2:28][CH2:29][CH2:30]2)=[O:21])[CH:22]=[CH:23][C:15]=1[CH2:14][N:11]1[CH2:12][CH2:13][N:8]([C:6]([O:5][C:1]([CH3:2])([CH3:4])[CH3:3])=[O:7])[CH2:9][CH2:10]1. The yield is 0.620. (9) The reactants are [Cl:1][C:2]1[CH:3]=[C:4]([Mg]Br)[CH:5]=[C:6]([F:8])[CH:7]=1.[Cl:11][CH2:12][CH2:13][C:14](Cl)=[O:15].Cl. The catalyst is [Cl-].[Zn+2].[Cl-].C1C=CC([P]([Pd]([P](C2C=CC=CC=2)(C2C=CC=CC=2)C2C=CC=CC=2)([P](C2C=CC=CC=2)(C2C=CC=CC=2)C2C=CC=CC=2)[P](C2C=CC=CC=2)(C2C=CC=CC=2)C2C=CC=CC=2)(C2C=CC=CC=2)C2C=CC=CC=2)=CC=1.O1CCCC1. The product is [Cl:11][CH2:12][CH2:13][C:14]([C:4]1[CH:5]=[C:6]([F:8])[CH:7]=[C:2]([Cl:1])[CH:3]=1)=[O:15]. The yield is 0.500.